This data is from Full USPTO retrosynthesis dataset with 1.9M reactions from patents (1976-2016). The task is: Predict the reactants needed to synthesize the given product. Given the product [CH3:11][O:10][C:7]1[CH:8]=[CH:9][C:2]([S:13][CH3:12])=[C:3]([CH:6]=1)[C:4]#[N:5], predict the reactants needed to synthesize it. The reactants are: F[C:2]1[CH:9]=[CH:8][C:7]([O:10][CH3:11])=[CH:6][C:3]=1[C:4]#[N:5].[CH3:12][S-:13].[Na+].O.